Predict the product of the given reaction. From a dataset of Forward reaction prediction with 1.9M reactions from USPTO patents (1976-2016). (1) Given the reactants [N:1]1([CH2:7][C:8]([C:10]2[CH:11]=[C:12]3[C:17](=[CH:18][CH:19]=2)[CH:16]([NH:20][C:21](=[O:42])[CH2:22][CH:23]2[CH2:28][CH2:27][CH2:26][CH2:25][N:24]2[S:29]([C:32]2[CH:37]=[CH:36][CH:35]=[C:34]([C:38]([F:41])([F:40])[F:39])[CH:33]=2)(=[O:31])=[O:30])[CH2:15][CH2:14][CH2:13]3)=[CH2:9])[CH2:6][CH2:5][CH2:4][CH2:3][CH2:2]1, predict the reaction product. The product is: [CH3:9][C@@H:8]([C:10]1[CH:11]=[C:12]2[C:17](=[CH:18][CH:19]=1)[C@H:16]([NH:20][C:21](=[O:42])[CH2:22][C@@H:23]1[CH2:28][CH2:27][CH2:26][CH2:25][N:24]1[S:29]([C:32]1[CH:37]=[CH:36][CH:35]=[C:34]([C:38]([F:40])([F:41])[F:39])[CH:33]=1)(=[O:31])=[O:30])[CH2:15][CH2:14][CH2:13]2)[CH2:7][N:1]1[CH2:6][CH2:5][CH2:4][CH2:3][CH2:2]1. (2) Given the reactants [O:1]([C:8]1[CH:17]=[CH:16][C:11]([C:12]([O:14]C)=[O:13])=[CH:10][CH:9]=1)[C:2]1[CH:7]=[CH:6][CH:5]=[CH:4][CH:3]=1.[OH-].[Na+], predict the reaction product. The product is: [O:1]([C:8]1[CH:17]=[CH:16][C:11]([C:12]([OH:14])=[O:13])=[CH:10][CH:9]=1)[C:2]1[CH:3]=[CH:4][CH:5]=[CH:6][CH:7]=1. (3) Given the reactants [NH2:1][C:2]1[CH:10]=[CH:9][CH:8]=[CH:7][C:3]=1[C:4]([NH2:6])=[O:5].[Si]([O:18][CH2:19][CH2:20][O:21][C:22]1[CH:23]=[CH:24][C:25]([CH:37]=O)=[N:26][C:27]=1[C:28]1[CH:33]=[CH:32][C:31]([S:34]([CH3:36])=[O:35])=[CH:30][CH:29]=1)(C(C)(C)C)(C)C.OS([O-])=O.[Na+].O.C1(C)C=CC(S(O)(=O)=O)=CC=1, predict the reaction product. The product is: [OH:18][CH2:19][CH2:20][O:21][C:22]1[CH:23]=[CH:24][C:25]([C:37]2[NH:6][C:4](=[O:5])[C:3]3[C:2](=[CH:10][CH:9]=[CH:8][CH:7]=3)[N:1]=2)=[N:26][C:27]=1[C:28]1[CH:33]=[CH:32][C:31]([S:34]([CH3:36])=[O:35])=[CH:30][CH:29]=1. (4) Given the reactants [F:1][C:2]1[C:3]([O:20][CH2:21][C:22]2[CH:27]=[CH:26][CH:25]=[CH:24][CH:23]=2)=[C:4]([C:8](=[NH:19])[NH:9][CH2:10][CH2:11][C:12]2[CH:17]=[CH:16][CH:15]=[C:14]([F:18])[CH:13]=2)[CH:5]=[CH:6][CH:7]=1.C1COCC1.[CH2:33]([CH:35]([C:39](Cl)=[O:40])[C:36](Cl)=[O:37])[CH3:34], predict the reaction product. The product is: [CH2:33]([C:35]1[C:36](=[O:37])[N:9]([CH2:10][CH2:11][C:12]2[CH:17]=[CH:16][CH:15]=[C:14]([F:18])[CH:13]=2)[C:8]([C:4]2[CH:5]=[CH:6][CH:7]=[C:2]([F:1])[C:3]=2[O:20][CH2:21][C:22]2[CH:23]=[CH:24][CH:25]=[CH:26][CH:27]=2)=[N:19][C:39]=1[OH:40])[CH3:34]. (5) Given the reactants C([N:4]1[C:12]2[C:7](=[C:8]([NH:14][C:15]3[C:23]4[C:18](=[CH:19][N:20]=[CH:21][CH:22]=4)[O:17][C:16]=3[C:24]([O:26]CC)=O)[CH:9]=[CH:10][C:11]=2[Cl:13])[CH:6]=[N:5]1)(=O)C.O/[N:30]=[C:31](\[NH2:33])/[CH3:32], predict the reaction product. The product is: [Cl:13][C:11]1[CH:10]=[CH:9][C:8]([NH:14][C:15]2[C:23]3[C:18](=[CH:19][N:20]=[CH:21][CH:22]=3)[O:17][C:16]=2[C:24]2[O:26][N:33]=[C:31]([CH3:32])[N:30]=2)=[C:7]2[C:12]=1[NH:4][N:5]=[CH:6]2. (6) Given the reactants [F:1][C:2]([F:39])([F:38])[C:3]1[CH:33]=[C:32]([C:34]([F:37])([F:36])[F:35])[CH:31]=[CH:30][C:4]=1[CH2:5][N:6]1[C:14]2[C:9](=[CH:10][C:11](/[CH:15]=[C:16]3/[C:17](=[O:29])[N:18]([C@@H:22]4[CH2:27][CH2:26][NH:25][CH2:24][C@H:23]4[F:28])[C:19](=[O:21])[S:20]/3)=[CH:12][CH:13]=2)[CH:8]=[N:7]1.[CH2:40]=O, predict the reaction product. The product is: [F:39][C:2]([F:38])([F:1])[C:3]1[CH:33]=[C:32]([C:34]([F:35])([F:36])[F:37])[CH:31]=[CH:30][C:4]=1[CH2:5][N:6]1[C:14]2[C:9](=[CH:10][C:11](/[CH:15]=[C:16]3/[C:17](=[O:29])[N:18]([C@@H:22]4[CH2:27][CH2:26][N:25]([CH3:40])[CH2:24][C@H:23]4[F:28])[C:19](=[O:21])[S:20]/3)=[CH:12][CH:13]=2)[CH:8]=[N:7]1. (7) Given the reactants [CH3:1]/[CH:2]=[CH:3]/[CH:4]=[CH:5]/[CH2:6][OH:7].C([O-])(=O)CCCCCCCCCCC.C([O-])(=O)CCCCCCCCCCC.C([Sn+2]CCCC)CCC.[CH3:45][C:46]1([CH3:60])[CH2:51][C:50]([CH2:53][N:54]=[C:55]=[O:56])([CH3:52])[CH2:49][CH:48]([N:57]=[C:58]=[O:59])[CH2:47]1, predict the reaction product. The product is: [CH3:45][C:46]1([CH3:60])[CH2:51][C:50]([CH2:53][N:54]=[C:55]=[O:56])([CH3:52])[CH2:49][CH:48]([N:57]=[C:58]=[O:59])[CH2:47]1.[CH3:1]/[CH:2]=[CH:3]/[CH:4]=[CH:5]/[CH2:6][OH:7]. (8) Given the reactants [C:1]1([CH2:11][N:12]2[CH2:17][CH2:16][CH:15]([CH2:18][N:19]([CH2:39][O:40][CH2:41][CH2:42][Si:43]([CH3:46])([CH3:45])[CH3:44])[C:20]3[N:24]([CH2:25][O:26][CH2:27][CH2:28][Si:29]([CH3:32])([CH3:31])[CH3:30])[C:23]4[CH:33]=[CH:34][C:35]([CH:37]=[O:38])=[CH:36][C:22]=4[N:21]=3)[CH2:14][CH2:13]2)[C:10]2[C:5](=[CH:6][CH:7]=[CH:8][CH:9]=2)[CH:4]=[CH:3][CH:2]=1.[Cl-].[NH4+].O1CC[CH2:51][CH2:50]1, predict the reaction product. The product is: [C:1]1([CH2:11][N:12]2[CH2:13][CH2:14][CH:15]([CH2:18][N:19]([CH2:39][O:40][CH2:41][CH2:42][Si:43]([CH3:46])([CH3:45])[CH3:44])[C:20]3[N:24]([CH2:25][O:26][CH2:27][CH2:28][Si:29]([CH3:30])([CH3:31])[CH3:32])[C:23]4[CH:33]=[CH:34][C:35]([CH:37]([OH:38])[CH2:50][CH3:51])=[CH:36][C:22]=4[N:21]=3)[CH2:16][CH2:17]2)[C:10]2[C:5](=[CH:6][CH:7]=[CH:8][CH:9]=2)[CH:4]=[CH:3][CH:2]=1. (9) Given the reactants N[C:2]1[CH:31]=[C:30]([F:32])[C:5]([O:6][C:7]2[CH:8]=[CH:9][CH:10]=[C:11]3[C:15]=2[C:14](=[O:16])[N:13]([CH2:17][C:18]2[CH:23]=[CH:22][C:21]([C:24]4[CH:25]=[N:26][N:27]([CH3:29])[CH:28]=4)=[CH:20][CH:19]=2)[CH2:12]3)=[C:4]([Cl:33])[CH:3]=1.N(OCCC(C)C)=O, predict the reaction product. The product is: [Cl:33][C:4]1[CH:3]=[CH:2][CH:31]=[C:30]([F:32])[C:5]=1[O:6][C:7]1[CH:8]=[CH:9][CH:10]=[C:11]2[C:15]=1[C:14](=[O:16])[N:13]([CH2:17][C:18]1[CH:19]=[CH:20][C:21]([C:24]3[CH:25]=[N:26][N:27]([CH3:29])[CH:28]=3)=[CH:22][CH:23]=1)[CH2:12]2. (10) Given the reactants [CH3:1][O:2][C:3]([C:5]1([C:8](O)=[O:9])[CH2:7][CH2:6]1)=[O:4].CCN(C(C)C)C(C)C.ClC(OCC)=O.[BH4-].[Na+].CO, predict the reaction product. The product is: [CH3:1][O:2][C:3]([C:5]1([CH2:8][OH:9])[CH2:7][CH2:6]1)=[O:4].